From a dataset of Reaction yield outcomes from USPTO patents with 853,638 reactions. Predict the reaction yield, written as a fraction of the theoretical maximum amount of product (1.0 means a 100% yield; for example, 0.34 means a 34% yield). (1) The reactants are [Cl:1][C:2]1[N:11]=[C:10](Cl)[C:9]2[C:4](=[C:5]([CH3:13])[CH:6]=[CH:7][CH:8]=2)[N:3]=1.[C:14]([NH:17][C@H:18]1[CH2:22][CH2:21][NH:20][CH2:19]1)(=[O:16])[CH3:15]. No catalyst specified. The product is [Cl:1][C:2]1[N:11]=[C:10]([N:20]2[CH2:21][CH2:22][C@H:18]([NH:17][C:14](=[O:16])[CH3:15])[CH2:19]2)[C:9]2[C:4](=[C:5]([CH3:13])[CH:6]=[CH:7][CH:8]=2)[N:3]=1. The yield is 0.730. (2) The reactants are C1(C)C=CC(C(C2C=CC(C)=CC=2)S(CC(N)=O)=[O:9])=CC=1.[F:22][C:23]([F:47])([F:46])[C:24]1[CH:29]=[CH:28][C:27]([CH:30]([C:36]2[CH:41]=[CH:40][C:39]([C:42]([F:45])([F:44])[F:43])=[CH:38][CH:37]=2)[S:31][CH2:32][C:33]([NH2:35])=[O:34])=[CH:26][CH:25]=1. No catalyst specified. The product is [F:47][C:23]([F:22])([F:46])[C:24]1[CH:29]=[CH:28][C:27]([CH:30]([C:36]2[CH:41]=[CH:40][C:39]([C:42]([F:45])([F:44])[F:43])=[CH:38][CH:37]=2)[S:31]([CH2:32][C:33]([NH2:35])=[O:34])=[O:9])=[CH:26][CH:25]=1. The yield is 0.720. (3) The reactants are [CH:1]([C:4]1[CH:9]=[CH:8][C:7]([C@@H:10]2[C:14]3[C:15]([CH3:28])=[C:16]([NH:20][C:21](=[O:27])[CH2:22][C:23]([CH3:26])([CH3:25])[CH3:24])[C:17]([CH3:19])=[CH:18][C:13]=3[O:12][CH2:11]2)=[CH:6][CH:5]=1)([CH3:3])[CH3:2].[C:29](OCC)(=[O:31])C.CCCCCC. The catalyst is C(Cl)(Cl)Cl. The product is [CH:29]([C:18]1[C:13]2[O:12][CH2:11][C@H:10]([C:7]3[CH:6]=[CH:5][C:4]([CH:1]([CH3:2])[CH3:3])=[CH:9][CH:8]=3)[C:14]=2[C:15]([CH3:28])=[C:16]([NH:20][C:21](=[O:27])[CH2:22][C:23]([CH3:26])([CH3:25])[CH3:24])[C:17]=1[CH3:19])=[O:31]. The yield is 0.830. (4) The reactants are [O:1]1[C:10]2[C:5](=[CH:6][CH:7]=[CH:8][CH:9]=2)[CH:4]([O:11][C:12]2[C:20]3[N:19]=[C:18]([CH3:21])[N:17]([CH3:22])[C:16]=3[CH:15]=[C:14]([C:23]([OH:25])=O)[CH:13]=2)[CH2:3][CH2:2]1.[NH:26]1[CH2:30][CH2:29][C@H:28]([OH:31])[CH2:27]1. No catalyst specified. The product is [O:1]1[C:10]2[C:5](=[CH:6][CH:7]=[CH:8][CH:9]=2)[CH:4]([O:11][C:12]2[C:20]3[N:19]=[C:18]([CH3:21])[N:17]([CH3:22])[C:16]=3[CH:15]=[C:14]([C:23]([N:26]3[CH2:30][CH2:29][C@H:28]([OH:31])[CH2:27]3)=[O:25])[CH:13]=2)[CH2:3][CH2:2]1. The yield is 0.250. (5) The reactants are [N+:1]([C:4]1[CH:9]=[CH:8][C:7]([O:10]N)=[CH:6][CH:5]=1)([O-:3])=[O:2].[CH3:12][O:13][C:14]1[CH:19]=[CH:18][C:17]([C:20](=[O:28])[CH2:21][C:22](=O)[CH2:23][CH2:24][CH2:25][CH3:26])=[CH:16][CH:15]=1. The catalyst is C(O)(=O)C. The product is [CH2:23]([C:22]1[O:10][C:7]2[CH:8]=[CH:9][C:4]([N+:1]([O-:3])=[O:2])=[CH:5][C:6]=2[C:21]=1[C:20](=[O:28])[C:17]1[CH:18]=[CH:19][C:14]([O:13][CH3:12])=[CH:15][CH:16]=1)[CH2:24][CH2:25][CH3:26]. The yield is 0.700. (6) The reactants are [NH:1]1[C:5]2[CH:6]=[CH:7][C:8]([C:10]([OH:12])=O)=[CH:9][C:4]=2[N:3]=[CH:2]1.[F:13][C:14]1[C:27]2[CH2:26][CH2:25][C@H:24]3[C@H:19]([CH2:20][CH2:21][CH2:22][NH:23]3)[C:18]=2[CH:17]=[C:16]([F:28])[CH:15]=1. The catalyst is C(Cl)Cl.CO. The product is [NH:1]1[C:5]2[CH:6]=[CH:7][C:8]([C:10]([N:23]3[C@@H:24]4[C@@H:19]([C:18]5[CH:17]=[C:16]([F:28])[CH:15]=[C:14]([F:13])[C:27]=5[CH2:26][CH2:25]4)[CH2:20][CH2:21][CH2:22]3)=[O:12])=[CH:9][C:4]=2[N:3]=[CH:2]1. The yield is 0.720.